Dataset: TCR-epitope binding with 47,182 pairs between 192 epitopes and 23,139 TCRs. Task: Binary Classification. Given a T-cell receptor sequence (or CDR3 region) and an epitope sequence, predict whether binding occurs between them. (1) The epitope is KMQRMLLEK. The TCR CDR3 sequence is CASSESSGTWGELFF. Result: 1 (the TCR binds to the epitope). (2) The TCR CDR3 sequence is CASSPPTGTGLFEQYF. The epitope is ARMILMTHF. Result: 0 (the TCR does not bind to the epitope).